From a dataset of Full USPTO retrosynthesis dataset with 1.9M reactions from patents (1976-2016). Predict the reactants needed to synthesize the given product. (1) Given the product [CH2:1]([O:3][C:4]([C:6]1([C:9]2[CH:14]=[CH:13][C:12]([C:15]3[CH:20]=[CH:19][C:18]([B:25]4[O:26][C:27]([CH3:29])([CH3:28])[C:23]([CH3:39])([CH3:22])[O:24]4)=[CH:17][N:16]=3)=[CH:11][CH:10]=2)[CH2:8][CH2:7]1)=[O:5])[CH3:2], predict the reactants needed to synthesize it. The reactants are: [CH2:1]([O:3][C:4]([C:6]1([C:9]2[CH:14]=[CH:13][C:12]([C:15]3[CH:20]=[CH:19][C:18](Br)=[CH:17][N:16]=3)=[CH:11][CH:10]=2)[CH2:8][CH2:7]1)=[O:5])[CH3:2].[CH3:22][C:23]1([CH3:39])[C:27]([CH3:29])([CH3:28])[O:26][B:25]([B:25]2[O:26][C:27]([CH3:29])([CH3:28])[C:23]([CH3:39])([CH3:22])[O:24]2)[O:24]1.C([O-])(=O)C.[K+].O1CCOCC1. (2) Given the product [CH2:1]([N:8]1[C:16]2[C:11](=[C:12]([C:36]3[CH:37]=[CH:38][C:33]([O:32][CH3:31])=[CH:34][CH:35]=3)[CH:13]=[CH:14][CH:15]=2)[C:10]([CH3:18])=[C:9]1[C:19]1[CH:24]=[CH:23][CH:22]=[CH:21][CH:20]=1)[C:2]1[CH:7]=[CH:6][CH:5]=[CH:4][CH:3]=1, predict the reactants needed to synthesize it. The reactants are: [CH2:1]([N:8]1[C:16]2[C:11](=[C:12](Br)[CH:13]=[CH:14][CH:15]=2)[C:10]([CH3:18])=[C:9]1[C:19]1[CH:24]=[CH:23][CH:22]=[CH:21][CH:20]=1)[C:2]1[CH:7]=[CH:6][CH:5]=[CH:4][CH:3]=1.C([O-])([O-])=O.[K+].[K+].[CH3:31][O:32][C:33]1[CH:38]=[CH:37][C:36](B(O)O)=[CH:35][CH:34]=1.ClCCl. (3) Given the product [F:43][C:14]1[CH:15]=[CH:16][C:17]([C:19]([NH2:21])=[O:20])=[N:18][CH:13]=1, predict the reactants needed to synthesize it. The reactants are: Cl.FC1C=C2C(=C(F)C=1[C:13]1[N:18]=[C:17]([C:19]([NH:21]C3C=NC=CC=3[C@@H]3C[C@H](C)C[C@H](NC(=O)OC(C)(C)C)C3)=[O:20])[CH:16]=[CH:15][C:14]=1[F:43])OCCC2(O)C. (4) The reactants are: O[C:2]1[N:9]=[C:8]([CH3:10])[C:7]([N+:11]([O-:13])=[O:12])=[CH:6][C:3]=1[C:4]#[N:5].P(Cl)(Cl)(Cl)(Cl)[Cl:15].C(O)C. Given the product [Cl:15][C:2]1[N:9]=[C:8]([CH3:10])[C:7]([N+:11]([O-:13])=[O:12])=[CH:6][C:3]=1[C:4]#[N:5], predict the reactants needed to synthesize it. (5) The reactants are: [NH2:1][C:2]1[C:6]2[C:7]([C:22]3[CH:27]=[CH:26][C:25]([O:28][C:29]4[CH:34]=[CH:33][CH:32]=[CH:31][CH:30]=4)=[CH:24][CH:23]=3)=[N:8][CH:9]=[C:10]([CH2:11][CH:12]3[CH2:16][CH2:15][CH2:14][N:13]3[C:17](=[O:21])[CH2:18][C:19]#[N:20])[C:5]=2[NH:4][N:3]=1.N1[CH2:40][CH2:39][CH2:38][CH2:37]C1.C1(C=O)CC1. Given the product [NH2:1][C:2]1[C:6]2[C:7]([C:22]3[CH:23]=[CH:24][C:25]([O:28][C:29]4[CH:34]=[CH:33][CH:32]=[CH:31][CH:30]=4)=[CH:26][CH:27]=3)=[N:8][CH:9]=[C:10]([CH2:11][CH:12]3[CH2:16][CH2:15][CH2:14][N:13]3[C:17]([C:18](=[CH:37][CH:38]3[CH2:40][CH2:39]3)[C:19]#[N:20])=[O:21])[C:5]=2[NH:4][N:3]=1, predict the reactants needed to synthesize it. (6) Given the product [Br-:19].[C:20]([CH2:23][CH2:24][CH2:25][CH2:26][CH2:27][N+:28]1[CH:33]=[CH:32][CH:31]=[CH:30][C:29]=1/[CH:34]=[CH:15]/[C:9]1[C:10](=[O:14])[O:11][C:12]2[C:7]([CH:8]=1)=[CH:6][CH:5]=[C:4]([N:3]([CH2:17][CH3:18])[CH2:1][CH3:2])[CH:13]=2)([OH:22])=[O:21], predict the reactants needed to synthesize it. The reactants are: [CH2:1]([N:3]([CH2:17][CH3:18])[C:4]1[CH:13]=[C:12]2[C:7]([CH:8]=[C:9]([CH:15]=O)[C:10](=[O:14])[O:11]2)=[CH:6][CH:5]=1)[CH3:2].[Br-:19].[C:20]([CH2:23][CH2:24][CH2:25][CH2:26][CH2:27][N+:28]1[CH:33]=[CH:32][CH:31]=[CH:30][C:29]=1[CH3:34])([OH:22])=[O:21]. (7) Given the product [Cl:65][C:62]1[CH:63]=[C:64]2[C:59](=[CH:60][C:61]=1[O:66][CH3:67])[N:58]=[C:57]([C:68]1[CH:73]=[CH:72][CH:71]=[CH:70][N:69]=1)[C:56]([CH3:74])=[C:55]2[NH:47][C:46]1[C:41]([N:38]2[CH2:39][CH2:40][O:35][CH2:36][CH2:37]2)=[N:42][CH:43]=[C:44]([N:48]2[CH2:49][CH2:50][O:51][CH2:52][CH2:53]2)[CH:45]=1, predict the reactants needed to synthesize it. The reactants are: CC(C1C=C(C(C)C)C(C2C=CC=CC=2P(C2CCCCC2)C2CCCCC2)=C(C(C)C)C=1)C.[O:35]1[CH2:40][CH2:39][N:38]([C:41]2[C:46]([NH2:47])=[CH:45][C:44]([N:48]3[CH2:53][CH2:52][O:51][CH2:50][CH2:49]3)=[CH:43][N:42]=2)[CH2:37][CH2:36]1.Cl[C:55]1[C:64]2[C:59](=[CH:60][C:61]([O:66][CH3:67])=[C:62]([Cl:65])[CH:63]=2)[N:58]=[C:57]([C:68]2[CH:73]=[CH:72][CH:71]=[CH:70][N:69]=2)[C:56]=1[CH3:74].CC(C)([O-])C.[Na+]. (8) Given the product [F:20][C:12]1[CH:13]=[C:14]([O:18][CH3:19])[CH:15]=[C:16]([F:17])[C:11]=1[C:9]1[NH:10][C:5]2[C:6](=[N:7][C:2]([C:29]3[CH:30]=[CH:31][C:26]([S:23]([N:22]([CH3:36])[CH3:21])(=[O:25])=[O:24])=[CH:27][C:28]=3[CH3:35])=[CH:3][CH:4]=2)[CH:8]=1, predict the reactants needed to synthesize it. The reactants are: Cl[C:2]1[N:7]=[C:6]2[CH:8]=[C:9]([C:11]3[C:16]([F:17])=[CH:15][C:14]([O:18][CH3:19])=[CH:13][C:12]=3[F:20])[NH:10][C:5]2=[CH:4][CH:3]=1.[CH3:21][N:22]([CH3:36])[S:23]([C:26]1[CH:31]=[CH:30][C:29](B(O)O)=[C:28]([CH3:35])[CH:27]=1)(=[O:25])=[O:24].C(=O)([O-])[O-].[K+].[K+].O1CCOCC1.